The task is: Predict the product of the given reaction.. This data is from Forward reaction prediction with 1.9M reactions from USPTO patents (1976-2016). (1) Given the reactants Br[C:2]1[CH:3]=[N:4][C:5]2[C:10]([CH:11]=1)=[N:9][CH:8]=[CH:7][CH:6]=2.[C:12](=[O:19])([O:14][C:15]([CH3:18])([CH3:17])[CH3:16])[NH2:13].C(=O)([O-])[O-].[Cs+].[Cs+].CC1(C)C2C(=C(P(C3C=CC=CC=3)C3C=CC=CC=3)C=CC=2)OC2C(P(C3C=CC=CC=3)C3C=CC=CC=3)=CC=CC1=2, predict the reaction product. The product is: [N:4]1[C:5]2[C:10](=[N:9][CH:8]=[CH:7][CH:6]=2)[CH:11]=[C:2]([NH:13][C:12](=[O:19])[O:14][C:15]([CH3:18])([CH3:17])[CH3:16])[CH:3]=1. (2) Given the reactants [C:1]([C:5]1[CH:10]=[C:9]([C:11]([CH3:14])([CH3:13])[CH3:12])[CH:8]=[CH:7][C:6]=1[OH:15])([CH3:4])([CH3:3])[CH3:2].N1C=CC=CC=1.[F:22][C:23]([F:36])([F:35])[S:24](O[S:24]([C:23]([F:36])([F:35])[F:22])(=[O:26])=[O:25])(=[O:26])=[O:25], predict the reaction product. The product is: [F:22][C:23]([F:36])([F:35])[S:24]([O:15][C:6]1[CH:7]=[CH:8][C:9]([C:11]([CH3:14])([CH3:13])[CH3:12])=[CH:10][C:5]=1[C:1]([CH3:4])([CH3:3])[CH3:2])(=[O:26])=[O:25]. (3) Given the reactants C1C=CC2N(O)N=NC=2C=1.[O:11]=[C:12]([N:17]1[CH2:22][CH2:21][N:20]([C:23](=[O:34])[C:24]2[CH:29]=[CH:28][CH:27]=[CH:26][C:25]=2[C:30]([F:33])([F:32])[F:31])[CH2:19][CH2:18]1)[CH2:13][C:14]([OH:16])=O.CCN=C=NCCCN(C)C.Cl.[C:47]1([C:53]2[N:58]=[CH:57][C:56]([NH2:59])=[CH:55][CH:54]=2)[CH:52]=[CH:51][CH:50]=[CH:49][CH:48]=1, predict the reaction product. The product is: [O:11]=[C:12]([N:17]1[CH2:18][CH2:19][N:20]([C:23](=[O:34])[C:24]2[CH:29]=[CH:28][CH:27]=[CH:26][C:25]=2[C:30]([F:33])([F:32])[F:31])[CH2:21][CH2:22]1)[CH2:13][C:14]([NH:59][C:56]1[CH:57]=[N:58][C:53]([C:47]2[CH:52]=[CH:51][CH:50]=[CH:49][CH:48]=2)=[CH:54][CH:55]=1)=[O:16].